This data is from CYP2C19 inhibition data for predicting drug metabolism from PubChem BioAssay. The task is: Regression/Classification. Given a drug SMILES string, predict its absorption, distribution, metabolism, or excretion properties. Task type varies by dataset: regression for continuous measurements (e.g., permeability, clearance, half-life) or binary classification for categorical outcomes (e.g., BBB penetration, CYP inhibition). Dataset: cyp2c19_veith. (1) The compound is COc1ccc(CC[N@+]2(C)COc3cc4oc(=O)cc(C)c4cc3C2)cc1OC. The result is 0 (non-inhibitor). (2) The drug is COc1ccc(CCNc2nc(-c3cccnc3)cs2)cc1OC. The result is 1 (inhibitor). (3) The molecule is c1cncc(-c2cc(-n3ccnc3)ncn2)c1. The result is 1 (inhibitor). (4) The molecule is CCCn1c(-c2ccccc2)nc2c(=O)n(C)c(=O)[nH]c21. The result is 0 (non-inhibitor). (5) The compound is CCCC(C)NC1=NCCCCC1. The result is 0 (non-inhibitor). (6) The molecule is CCCSc1nc(SCC(=O)NCc2ccccc2)c2c3c(sc2n1)COC(C)(CC)C3. The result is 1 (inhibitor).